From a dataset of Forward reaction prediction with 1.9M reactions from USPTO patents (1976-2016). Predict the product of the given reaction. (1) Given the reactants [C:1]1([C:11](Cl)=[O:12])[C:10]2[C:5](=[CH:6][CH:7]=[CH:8][CH:9]=2)[CH:4]=[CH:3][CH:2]=1.[CH2:14]([NH:21][C:22]([C:24]1[S:28][C:27]([NH2:29])=[N:26][C:25]=1[CH3:30])=[O:23])[C:15]1[CH:20]=[CH:19][CH:18]=[CH:17][CH:16]=1, predict the reaction product. The product is: [CH2:14]([NH:21][C:22]([C:24]1[S:28][C:27]([NH:29][C:11]([C:1]2[C:10]3[C:5](=[CH:6][CH:7]=[CH:8][CH:9]=3)[CH:4]=[CH:3][CH:2]=2)=[O:12])=[N:26][C:25]=1[CH3:30])=[O:23])[C:15]1[CH:20]=[CH:19][CH:18]=[CH:17][CH:16]=1. (2) Given the reactants [CH2:1]([N:4]1[C:12]2[C:7](=[CH:8][CH:9]=[C:10]([C:13]([O:15][CH3:16])=[O:14])[CH:11]=2)[C:6]([CH:17]2[CH2:22][CH2:21][CH2:20][CH2:19][CH2:18]2)=[C:5]1[C:23]1[N:24]([CH2:30][CH2:31]Br)[C:25]([Br:29])=[C:26]([Br:28])[N:27]=1)[CH:2]=[CH2:3].C(Cl)Cl, predict the reaction product. The product is: [CH2:1]([N:4]1[C:12]2[C:7](=[CH:8][CH:9]=[C:10]([C:13]([O:15][CH3:16])=[O:14])[CH:11]=2)[C:6]([CH:17]2[CH2:22][CH2:21][CH2:20][CH2:19][CH2:18]2)=[C:5]1[C:23]1[N:24]([CH:30]=[CH2:31])[C:25]([Br:29])=[C:26]([Br:28])[N:27]=1)[CH:2]=[CH2:3]. (3) The product is: [Br:1][C:2]1[CH:3]=[CH:4][C:5]([O:6][CH2:7][C:8]([CH2:36][C:37]2[CH:42]=[CH:41][CH:40]=[CH:39][CH:38]=2)=[O:10])=[CH:11][CH:12]=1. Given the reactants [Br:1][C:2]1[CH:12]=[CH:11][C:5]([O:6][CH2:7][C:8]([OH:10])=O)=[CH:4][CH:3]=1.CN1CCOCC1.ClC1N=C(OC)N=C(OC)N=1.Cl.CNOC.[CH2:36]([Mg]Cl)[C:37]1[CH:42]=[CH:41][CH:40]=[CH:39][CH:38]=1.[Cl-].[NH4+], predict the reaction product. (4) Given the reactants [Cl:1][C:2]1[CH:3]=[C:4]([CH:6]=[C:7]([CH3:22])[C:8]=1[O:9][C:10]1[CH:11]=[C:12]2[C:16](=[CH:17][CH:18]=1)[NH:15][CH:14]=[C:13]2[CH:19]([CH3:21])[CH3:20])[NH2:5].C([O-])(=O)C.[Na+].Br[CH2:29][C:30]([O:32][CH2:33][CH3:34])=[O:31], predict the reaction product. The product is: [Cl:1][C:2]1[CH:3]=[C:4]([NH:5][CH2:29][C:30]([O:32][CH2:33][CH3:34])=[O:31])[CH:6]=[C:7]([CH3:22])[C:8]=1[O:9][C:10]1[CH:11]=[C:12]2[C:16](=[CH:17][CH:18]=1)[NH:15][CH:14]=[C:13]2[CH:19]([CH3:20])[CH3:21]. (5) Given the reactants [NH2:1][NH:2][C:3]([C:5]1[C:10]([CH3:11])=[CH:9][CH:8]=[CH:7][N:6]=1)=[NH:4].[OH:12][C:13]1[C:22]2[C:23]([CH3:27])([CH3:26])[CH2:24][CH2:25][N:20]3[C:21]=2[C:16]([C:17]([CH3:29])([CH3:28])[CH2:18][CH2:19]3)=[CH:15][C:14]=1[CH:30]=O, predict the reaction product. The product is: [CH3:28][C:17]1([CH3:29])[C:16]2[CH:15]=[C:14]([C:30]3[NH:1][N:2]=[C:3]([C:5]4[C:10]([CH3:11])=[CH:9][CH:8]=[CH:7][N:6]=4)[N:4]=3)[C:13]([OH:12])=[C:22]3[C:23]([CH3:27])([CH3:26])[CH2:24][CH2:25][N:20]([C:21]=23)[CH2:19][CH2:18]1.